This data is from Full USPTO retrosynthesis dataset with 1.9M reactions from patents (1976-2016). The task is: Predict the reactants needed to synthesize the given product. (1) Given the product [Br:18][C:15]1[S:14][C:13]([CH:5]([C:6]2[CH:11]=[CH:10][CH:9]=[C:8]([F:12])[CH:7]=2)[C:4]([CH3:20])([CH3:19])[C:3]([OH:21])=[O:2])=[CH:17][CH:16]=1, predict the reactants needed to synthesize it. The reactants are: C[O:2][C:3](=[O:21])[C:4]([CH3:20])([CH3:19])[CH:5]([C:13]1[S:14][C:15]([Br:18])=[CH:16][CH:17]=1)[C:6]1[CH:11]=[CH:10][CH:9]=[C:8]([F:12])[CH:7]=1.[OH-].[K+]. (2) Given the product [I:1][C:2]1[CH:10]=[CH:9][C:5]([C:6]([O:8][CH2:11][CH3:12])=[O:7])=[CH:4][CH:3]=1, predict the reactants needed to synthesize it. The reactants are: [I:1][C:2]1[CH:10]=[CH:9][C:5]([C:6]([OH:8])=[O:7])=[CH:4][CH:3]=1.[CH2:11](O)[CH3:12].S(=O)(=O)(O)O. (3) Given the product [CH2:1]([O:3][C:4](=[O:15])[C:5]([CH3:7])([C:8]1[CH:13]=[CH:12][CH:11]=[C:10]([C:28]#[C:27][Si:24]([CH3:26])([CH3:25])[CH3:23])[CH:9]=1)[CH3:6])[CH3:2], predict the reactants needed to synthesize it. The reactants are: [CH2:1]([O:3][C:4](=[O:15])[C:5]([C:8]1[CH:13]=[CH:12][CH:11]=[C:10](Br)[CH:9]=1)([CH3:7])[CH3:6])[CH3:2].C(N(CC)CC)C.[CH3:23][Si:24]([C:27]#[CH:28])([CH3:26])[CH3:25].C(OCC)(=O)C. (4) Given the product [NH:8]1[CH2:9][CH2:10][CH:11]([CH2:14][O:15][C:16]2[CH:17]=[N:18][C:19]([C:22]3[CH:23]=[C:24]([CH:40]=[CH:41][CH:42]=3)[CH2:25][N:26]3[C:30]4[CH:31]=[C:32]([C:35]([F:36])([F:38])[F:37])[CH:33]=[CH:34][C:29]=4[S:28][C:27]3=[O:39])=[N:20][CH:21]=2)[CH2:12][CH2:13]1, predict the reactants needed to synthesize it. The reactants are: C(OC([N:8]1[CH2:13][CH2:12][CH:11]([CH2:14][O:15][C:16]2[CH:17]=[N:18][C:19]([C:22]3[CH:23]=[C:24]([CH:40]=[CH:41][CH:42]=3)[CH2:25][N:26]3[C:30]4[CH:31]=[C:32]([C:35]([F:38])([F:37])[F:36])[CH:33]=[CH:34][C:29]=4[S:28][C:27]3=[O:39])=[N:20][CH:21]=2)[CH2:10][CH2:9]1)=O)(C)(C)C.Cl. (5) Given the product [NH2:1][C:2]1[N:3]=[C:4]([O:18][CH2:19][C:20]2[N:25]=[CH:24][C:23]([O:26][C:27](=[O:31])[N:28]([CH3:29])[CH3:30])=[CH:22][CH:21]=2)[C:5]([C:13]#[N:14])=[C:6]([C:8]2[O:9][CH:10]=[CH:11][CH:12]=2)[N:7]=1, predict the reactants needed to synthesize it. The reactants are: [NH2:1][C:2]1[N:7]=[C:6]([C:8]2[O:9][CH:10]=[CH:11][CH:12]=2)[C:5]([C:13]#[N:14])=[C:4](S(C)=O)[N:3]=1.[OH:18][CH2:19][C:20]1[N:25]=[CH:24][C:23]([O:26][C:27](=[O:31])[N:28]([CH3:30])[CH3:29])=[CH:22][CH:21]=1.C1CCN2C(=NCCC2)CC1. (6) Given the product [CH3:15][C@H:16]1[CH2:21][CH2:20][CH2:19][C@@H:18]([CH3:22])[N:17]1[C:23]1[N:27]2[CH:28]=[C:29]([O:12][C@H:5]3[C:6]4[C:11](=[CH:10][CH:9]=[CH:8][CH:7]=4)[C@@H:2]([NH2:1])[CH2:3][CH2:4]3)[CH:30]=[CH:31][C:26]2=[N:25][N:24]=1, predict the reactants needed to synthesize it. The reactants are: [NH2:1][C@@H:2]1[C:11]2[C:6](=[CH:7][CH:8]=[CH:9][CH:10]=2)[C@H:5]([OH:12])[CH2:4][CH2:3]1.[H-].[Na+].[CH3:15][C@H:16]1[CH2:21][CH2:20][CH2:19][C@@H:18]([CH3:22])[N:17]1[C:23]1[N:27]2[CH:28]=[C:29](F)[CH:30]=[CH:31][C:26]2=[N:25][N:24]=1.C.